Dataset: Reaction yield outcomes from USPTO patents with 853,638 reactions. Task: Predict the reaction yield, written as a fraction of the theoretical maximum amount of product (1.0 means a 100% yield; for example, 0.34 means a 34% yield). (1) The reactants are C[C:2]12[C:12](=[O:13])[CH2:11][CH2:10][CH2:9][C:8]1=[CH:7][C:5](=[O:6])[CH2:4][CH2:3]2.C1(C)C=CC(S(O)(=O)=[O:21])=CC=1.C([O-])(O)=O.[Na+].[CH2:30](O)[CH2:31][OH:32]. No catalyst specified. The product is [CH2:30]1[O:13][C:12]2([C@:2]3([OH:21])[C:8](=[CH:7][C:5](=[O:6])[CH2:4][CH2:3]3)[CH2:9][CH2:10][CH2:11]2)[O:32][CH2:31]1. The yield is 0.930. (2) The reactants are [CH3:1]I.[CH2:3]([O:5][C:6](=[O:22])[C:7](=[C:13]([SH:21])[NH:14][C:15]1[CH:20]=[CH:19][CH:18]=[CH:17][CH:16]=1)[C:8]([O:10][CH2:11][CH3:12])=[O:9])[CH3:4].[Na]. The catalyst is CN(C=O)C. The product is [CH2:11]([O:10][C:8](=[O:9])[C:7](=[C:13]([S:21][CH3:1])[NH:14][C:15]1[CH:16]=[CH:17][CH:18]=[CH:19][CH:20]=1)[C:6]([O:5][CH2:3][CH3:4])=[O:22])[CH3:12]. The yield is 0.840. (3) The reactants are [N:1]([C@H:4]1[C@@H:9]([CH3:10])[CH2:8][C@@H:7]([C:11]2[CH:16]=[CH:15][N:14]=[CH:13][C:12]=2[NH:17][C:18](=[O:34])[C:19]2[CH:24]=[CH:23][C:22]([F:25])=[C:21]([C:26]3[C:31]([F:32])=[CH:30][CH:29]=[CH:28][C:27]=3[F:33])[N:20]=2)[CH2:6][C@H:5]1[NH:35][C:36](=[O:42])[O:37][C:38]([CH3:41])([CH3:40])[CH3:39])=[N+]=[N-]. The catalyst is CO.CCOC(C)=O.[Pd]. The product is [NH2:1][C@H:4]1[C@@H:9]([CH3:10])[CH2:8][C@@H:7]([C:11]2[CH:16]=[CH:15][N:14]=[CH:13][C:12]=2[NH:17][C:18](=[O:34])[C:19]2[CH:24]=[CH:23][C:22]([F:25])=[C:21]([C:26]3[C:27]([F:33])=[CH:28][CH:29]=[CH:30][C:31]=3[F:32])[N:20]=2)[CH2:6][C@H:5]1[NH:35][C:36](=[O:42])[O:37][C:38]([CH3:41])([CH3:40])[CH3:39]. The yield is 1.00.